From a dataset of NCI-60 drug combinations with 297,098 pairs across 59 cell lines. Regression. Given two drug SMILES strings and cell line genomic features, predict the synergy score measuring deviation from expected non-interaction effect. Drug 1: CC1CCCC2(C(O2)CC(NC(=O)CC(C(C(=O)C(C1O)C)(C)C)O)C(=CC3=CSC(=N3)C)C)C. Drug 2: CC1C(C(CC(O1)OC2CC(CC3=C2C(=C4C(=C3O)C(=O)C5=CC=CC=C5C4=O)O)(C(=O)C)O)N)O. Cell line: MCF7. Synergy scores: CSS=36.5, Synergy_ZIP=0.458, Synergy_Bliss=0.198, Synergy_Loewe=2.98, Synergy_HSA=2.31.